Dataset: Catalyst prediction with 721,799 reactions and 888 catalyst types from USPTO. Task: Predict which catalyst facilitates the given reaction. (1) Reactant: [NH2:1][C:2]1[C:7]([Cl:8])=[CH:6][CH:5]=[CH:4][C:3]=1[CH2:9][OH:10].[CH3:11][C:12]([CH3:17])([CH3:16])[C:13](Cl)=[O:14].CCN(C(C)C)C(C)C. Product: [Cl:8][C:7]1[CH:6]=[CH:5][CH:4]=[C:3]([CH2:9][OH:10])[C:2]=1[NH:1][C:13](=[O:14])[C:12]([CH3:17])([CH3:16])[CH3:11]. The catalyst class is: 2. (2) Reactant: [Cl:1][C:2]1[CH:10]=[CH:9][C:5]([C:6]([OH:8])=O)=[C:4]([NH:11][C:12]2[CH:17]=[CH:16][CH:15]=[C:14]([N:18]3[C:22]([CH3:23])=[CH:21][CH:20]=[C:19]3[CH3:24])[N:13]=2)[CH:3]=1.[CH3:25][O:26][NH:27][CH3:28]. Product: [Cl:1][C:2]1[CH:10]=[CH:9][C:5]([C:6]([N:27]([O:26][CH3:25])[CH3:28])=[O:8])=[C:4]([NH:11][C:12]2[CH:17]=[CH:16][CH:15]=[C:14]([N:18]3[C:19]([CH3:24])=[CH:20][CH:21]=[C:22]3[CH3:23])[N:13]=2)[CH:3]=1. The catalyst class is: 3. (3) Reactant: [CH3:1][C:2]1[N:3]=[C:4]2[C:9]([C:10]3[CH:15]=[CH:14][C:13]([OH:16])=[CH:12][CH:11]=3)=[CH:8][CH:7]=[CH:6][N:5]2[CH:17]=1.[H-].[Na+].Cl[C:21]1[N:25]([CH2:26][O:27][CH2:28][CH2:29][Si:30]([CH3:33])([CH3:32])[CH3:31])[C:24]2[CH:34]=[CH:35][CH:36]=[CH:37][C:23]=2[N:22]=1.O. Product: [CH3:1][C:2]1[N:3]=[C:4]2[C:9]([C:10]3[CH:15]=[CH:14][C:13]([O:16][C:21]4[N:25]([CH2:26][O:27][CH2:28][CH2:29][Si:30]([CH3:32])([CH3:33])[CH3:31])[C:24]5[CH:34]=[CH:35][CH:36]=[CH:37][C:23]=5[N:22]=4)=[CH:12][CH:11]=3)=[CH:8][CH:7]=[CH:6][N:5]2[CH:17]=1. The catalyst class is: 3. (4) Reactant: Cl.[CH3:2][NH:3][CH2:4][CH2:5][NH:6][S:7]([C:10]1[CH:15]=[C:14]([S:16]([C:19]2[CH:24]=[CH:23][CH:22]=[CH:21][CH:20]=2)(=[O:18])=[O:17])[CH:13]=[CH:12][C:11]=1[C:25]([F:28])([F:27])[F:26])(=[O:9])=[O:8].[C:29]1(=[O:35])[O:34][C:32](=[O:33])[CH2:31][CH2:30]1.C(N(C(C)C)CC)(C)C.Cl. Product: [CH3:2][N:3]([CH2:4][CH2:5][NH:6][S:7]([C:10]1[CH:15]=[C:14]([S:16]([C:19]2[CH:24]=[CH:23][CH:22]=[CH:21][CH:20]=2)(=[O:18])=[O:17])[CH:13]=[CH:12][C:11]=1[C:25]([F:28])([F:26])[F:27])(=[O:9])=[O:8])[C:29](=[O:35])[CH2:30][CH2:31][C:32]([OH:34])=[O:33]. The catalyst class is: 260. (5) Reactant: COC(=O)C[CH2:5][S:6]([C:9]1[CH:14]=[C:13]([CH2:15][NH:16][C:17]([C:19]2[C:20]3[CH:27]=[N:26][N:25]([C:28]4[CH:33]=[CH:32][C:31]([F:34])=[CH:30][CH:29]=4)[C:21]=3[CH:22]=[N:23][CH:24]=2)=[O:18])[CH:12]=[CH:11][N:10]=1)(=[O:8])=[O:7].C[O-].[Na+].CO.IC[C:43]([O:45][CH2:46][CH3:47])=[O:44]. Product: [CH2:46]([O:45][C:43](=[O:44])[CH2:5][S:6]([C:9]1[CH:14]=[C:13]([CH2:15][NH:16][C:17]([C:19]2[C:20]3[CH:27]=[N:26][N:25]([C:28]4[CH:29]=[CH:30][C:31]([F:34])=[CH:32][CH:33]=4)[C:21]=3[CH:22]=[N:23][CH:24]=2)=[O:18])[CH:12]=[CH:11][N:10]=1)(=[O:8])=[O:7])[CH3:47]. The catalyst class is: 58.